Dataset: Catalyst prediction with 721,799 reactions and 888 catalyst types from USPTO. Task: Predict which catalyst facilitates the given reaction. (1) Reactant: Cl[C:2]1[N:7]=[C:6]([N:8]2[CH2:13][CH2:12][O:11][CH2:10][CH2:9]2)[C:5]([O:14][CH3:15])=[CH:4][N:3]=1.[N+:16]([C:19]1[CH:20]=[C:21](B(O)O)[CH:22]=[CH:23][CH:24]=1)([O-:18])=[O:17].C([O-])([O-])=O.[Na+].[Na+]. Product: [CH3:15][O:14][C:5]1[C:6]([N:8]2[CH2:13][CH2:12][O:11][CH2:10][CH2:9]2)=[N:7][C:2]([C:23]2[CH:22]=[CH:21][CH:20]=[C:19]([N+:16]([O-:18])=[O:17])[CH:24]=2)=[N:3][CH:4]=1. The catalyst class is: 73. (2) Reactant: [CH3:1][O:2][C:3]1[CH:4]=[C:5]([C:18]([O:20]CC)=[O:19])[CH:6]=[C:7]2[C:11]=1[N:10]([CH:12]1[CH2:17][CH2:16][CH2:15][CH2:14][O:13]1)[N:9]=[CH:8]2.[OH-].[Li+]. Product: [CH3:1][O:2][C:3]1[CH:4]=[C:5]([C:18]([OH:20])=[O:19])[CH:6]=[C:7]2[C:11]=1[N:10]([CH:12]1[CH2:17][CH2:16][CH2:15][CH2:14][O:13]1)[N:9]=[CH:8]2. The catalyst class is: 7. (3) Reactant: [NH2:1][C:2]1[CH:10]=[CH:9][C:5]([C:6]([OH:8])=[O:7])=[CH:4][N:3]=1.[CH3:11]O.CC. Product: [NH2:1][C:2]1[CH:10]=[CH:9][C:5]([C:6]([O:8][CH3:11])=[O:7])=[CH:4][N:3]=1. The catalyst class is: 496. (4) Reactant: C(N(S(F)(F)[F:7])CC)C.[C:10]1([CH2:16][O:17][C:18]([N:20]2[CH2:25][CH2:24][C:23](O)([C:26]3[CH:31]=[CH:30][C:29]([NH:32][C:33]([O:35][CH2:36][C:37]4[CH:42]=[CH:41][CH:40]=[CH:39][CH:38]=4)=[O:34])=[CH:28][C:27]=3[F:43])[CH2:22][CH2:21]2)=[O:19])[CH:15]=[CH:14][CH:13]=[CH:12][CH:11]=1.C(=O)(O)[O-].[Na+]. Product: [C:10]1([CH2:16][O:17][C:18]([N:20]2[CH2:25][CH2:24][C:23]([F:7])([C:26]3[CH:31]=[CH:30][C:29]([NH:32][C:33]([O:35][CH2:36][C:37]4[CH:42]=[CH:41][CH:40]=[CH:39][CH:38]=4)=[O:34])=[CH:28][C:27]=3[F:43])[CH2:22][CH2:21]2)=[O:19])[CH:15]=[CH:14][CH:13]=[CH:12][CH:11]=1. The catalyst class is: 34.